This data is from Full USPTO retrosynthesis dataset with 1.9M reactions from patents (1976-2016). The task is: Predict the reactants needed to synthesize the given product. Given the product [CH3:38][C:35]1[S:34][C:33]([C:30]2[CH:29]=[CH:28][C:27]([CH2:26][CH:15]([NH:16][S:17]([C:20]3[CH:25]=[CH:24][CH:23]=[CH:22][N:21]=3)(=[O:18])=[O:19])[C:11]3[N:10]=[C:9]([NH:8][CH2:7][C:6]([OH:46])=[O:5])[CH:14]=[CH:13][CH:12]=3)=[CH:32][CH:31]=2)=[N:37][CH:36]=1, predict the reactants needed to synthesize it. The reactants are: C([O:5][C:6](=[O:46])[CH2:7][N:8](C(OC(C)(C)C)=O)[C:9]1[CH:14]=[CH:13][CH:12]=[C:11]([CH:15]([CH2:26][C:27]2[CH:32]=[CH:31][C:30]([C:33]3[S:34][C:35]([CH3:38])=[CH:36][N:37]=3)=[CH:29][CH:28]=2)[NH:16][S:17]([C:20]2[CH:25]=[CH:24][CH:23]=[CH:22][N:21]=2)(=[O:19])=[O:18])[N:10]=1)(C)(C)C.[OH-].[Na+].